Task: Predict the reactants needed to synthesize the given product.. Dataset: Retrosynthesis with 50K atom-mapped reactions and 10 reaction types from USPTO (1) Given the product CC(=O)Nc1ccccc1C(=O)O, predict the reactants needed to synthesize it. The reactants are: CC(=O)Cl.Nc1ccccc1C(=O)O. (2) The reactants are: COC1CCN(C(=O)c2cc3cc(C(=O)N4CCN(C(C)C)CC4)ccc3[nH]2)CC1.OB(O)c1cccc(Cl)c1. Given the product COC1CCN(C(=O)c2cc3cc(C(=O)N4CCN(C(C)C)CC4)ccc3n2-c2cccc(Cl)c2)CC1, predict the reactants needed to synthesize it. (3) Given the product Cc1cccc(C)c1NC(=O)Nc1cc2ccccc2cc1C(=O)N(CC(=O)OCc1ccccc1)CC1CCCCC1, predict the reactants needed to synthesize it. The reactants are: Cc1cccc(C)c1N=C=O.Nc1cc2ccccc2cc1C(=O)N(CC(=O)OCc1ccccc1)CC1CCCCC1. (4) Given the product CO[C@H](C#CC(C)(C)OC1CCCCO1)[C@@H](C)[C@H]1CC[C@H]2[C@@H]3CC=C4C[C@@H](OC(C)=O)C[C@H](OC(C)=O)[C@]4(C)[C@H]3CC[C@@]21C, predict the reactants needed to synthesize it. The reactants are: CC(=O)O[C@H]1C[C@H](OC(C)=O)CC2=CC[C@H]3[C@@H]4CC[C@H]([C@H](C)[C@H](O)C#CC(C)(C)OC5CCCCO5)[C@@]4(C)CC[C@@H]3[C@]21C.CI. (5) Given the product O=c1ccn(C2CCCNC2)nc1-c1ccnn1-c1ccccc1, predict the reactants needed to synthesize it. The reactants are: CC(C)(C)OC(=O)N1CCCC(n2ccc(=O)c(-c3ccnn3-c3ccccc3)n2)C1.